Dataset: Catalyst prediction with 721,799 reactions and 888 catalyst types from USPTO. Task: Predict which catalyst facilitates the given reaction. (1) Reactant: [Cl:1][C:2]1[CH:3]=[C:4]([NH:12][CH:13]([CH3:17])[CH2:14][O:15][CH3:16])[C:5]([CH3:11])=[C:6]([CH:10]=1)[C:7]([OH:9])=O.Cl.[NH2:19][CH2:20][C:21]1[C:22](=[O:29])[NH:23][C:24]([CH3:28])=[CH:25][C:26]=1[CH3:27].C1C=NC2N(O)N=NC=2C=1.CN1CCOCC1.C(Cl)CCl. Product: [Cl:1][C:2]1[CH:3]=[C:4]([NH:12][CH:13]([CH3:17])[CH2:14][O:15][CH3:16])[C:5]([CH3:11])=[C:6]([CH:10]=1)[C:7]([NH:19][CH2:20][C:21]1[C:22](=[O:29])[NH:23][C:24]([CH3:28])=[CH:25][C:26]=1[CH3:27])=[O:9]. The catalyst class is: 4. (2) Reactant: [CH3:1][O:2][C:3](=[O:11])[C:4]1[CH:9]=[CH:8][C:7]([OH:10])=[CH:6][CH:5]=1.C(=O)([O-])[O-].[Cs+].[Cs+].[F:18][C:19]([F:29])([F:28])[C:20]1[CH:21]=[C:22]([CH:25]=[CH:26][CH:27]=1)[CH2:23]Br. Product: [CH3:1][O:2][C:3](=[O:11])[C:4]1[CH:9]=[CH:8][C:7]([O:10][CH2:23][C:22]2[CH:25]=[CH:26][CH:27]=[C:20]([C:19]([F:18])([F:28])[F:29])[CH:21]=2)=[CH:6][CH:5]=1. The catalyst class is: 9. (3) Reactant: [F:1][C:2]1[CH:3]=[C:4]([N:20]2[CH2:24][C@H:23]([CH2:25][N:26]3[CH:30]=[CH:29][N:28]=[N:27]3)[O:22][C:21]2=[O:31])[CH:5]=[CH:6][C:7]=1[C:8]1[CH:9]=[N:10][C:11]([CH:14]([OH:19])[CH2:15][C:16](=[O:18])[CH3:17])=[CH:12][CH:13]=1.[BH4-].[Na+]. Product: [OH:19][CH:14]([C:11]1[N:10]=[CH:9][C:8]([C:7]2[CH:6]=[CH:5][C:4]([N:20]3[CH2:24][C@H:23]([CH2:25][N:26]4[CH:30]=[CH:29][N:28]=[N:27]4)[O:22][C:21]3=[O:31])=[CH:3][C:2]=2[F:1])=[CH:13][CH:12]=1)[CH2:15][CH:16]([OH:18])[CH3:17]. The catalyst class is: 8. (4) Reactant: [CH2:1]([N:3]1[CH2:8][CH:7]=[C:6]([C:9]2[CH:14]=[CH:13][CH:12]=[C:11]([C:15]3([CH3:20])[O:19][CH2:18][CH2:17][O:16]3)[C:10]=2[F:21])[CH2:5][CH2:4]1)[CH3:2].Cl. Product: [CH2:1]([N:3]1[CH2:8][CH2:7][CH:6]([C:9]2[CH:14]=[CH:13][CH:12]=[C:11]([C:15]3([CH3:20])[O:16][CH2:17][CH2:18][O:19]3)[C:10]=2[F:21])[CH2:5][CH2:4]1)[CH3:2]. The catalyst class is: 43. (5) Reactant: [CH3:1][O:2][C:3]1[CH:12]=[CH:11][C:10]([O:13][CH3:14])=[C:9]2[C:4]=1[C:5](=[O:30])[CH:6]=[C:7]([S:16][CH2:17][CH2:18][CH2:19][CH2:20][CH2:21][CH2:22][CH2:23][CH2:24][CH2:25][CH2:26][C:27]([OH:29])=[O:28])[C:8]2=[O:15].Cl.CN(C)[CH2:34][CH2:35][CH2:36]N=C=NCC.Cl.[Cl-].[Na+].S([O-])([O-])(=O)=O.[Na+].[Na+].[CH:53](Cl)(Cl)Cl. Product: [CH2:34]([O:28][C:27](=[O:29])[CH2:26][CH2:25][CH2:24][CH2:23][CH2:22][CH2:21][CH2:20][CH2:19][CH2:18][CH2:17][S:16][C:7]1[C:8](=[O:15])[C:9]2[C:4]([C:5](=[O:30])[CH:6]=1)=[C:3]([O:2][CH3:1])[CH:12]=[CH:11][C:10]=2[O:13][CH3:14])[CH:35]([CH3:36])[CH3:53]. The catalyst class is: 619. (6) Reactant: [Cl:1][C:2]1[CH:3]=[C:4]2[C:9](=[CH:10][C:11]=1[O:12][C:13]1[CH:18]=[CH:17][C:16]([C:19](=[O:34])[NH:20][C:21]3[CH:26]=[CH:25][CH:24]=[C:23]([C:27]4[CH:32]=[CH:31][C:30]([Cl:33])=[CH:29][CH:28]=4)[N:22]=3)=[CH:15][CH:14]=1)[O:8][CH2:7][CH2:6][CH:5]2[C:35]([O:37]C(C)(C)C)=[O:36].FC(F)(F)C(O)=O. Product: [Cl:1][C:2]1[CH:3]=[C:4]2[C:9](=[CH:10][C:11]=1[O:12][C:13]1[CH:14]=[CH:15][C:16]([C:19](=[O:34])[NH:20][C:21]3[CH:26]=[CH:25][CH:24]=[C:23]([C:27]4[CH:32]=[CH:31][C:30]([Cl:33])=[CH:29][CH:28]=4)[N:22]=3)=[CH:17][CH:18]=1)[O:8][CH2:7][CH2:6][CH:5]2[C:35]([OH:37])=[O:36]. The catalyst class is: 4. (7) Reactant: [Cl:1][C:2]1[CH:3]=[C:4]([C@@H:8]([OH:41])[CH2:9][N:10]([CH2:18][CH2:19][C:20]2[CH:25]=[CH:24][C:23]([S:26]([C:29]3[CH:34]=[CH:33][C:32]([C:35]4[N:39]=[C:38]([CH3:40])[O:37][N:36]=4)=[CH:31][CH:30]=3)(=[O:28])=[O:27])=[CH:22][CH:21]=2)C(=O)OC(C)(C)C)[CH:5]=[CH:6][CH:7]=1.[ClH:42]. Product: [ClH:1].[ClH:42].[Cl:1][C:2]1[CH:3]=[C:4]([C@@H:8]([OH:41])[CH2:9][NH:10][CH2:18][CH2:19][C:20]2[CH:21]=[CH:22][C:23]([S:26]([C:29]3[CH:34]=[CH:33][C:32]([C:35]4[N:39]=[C:38]([CH3:40])[O:37][N:36]=4)=[CH:31][CH:30]=3)(=[O:28])=[O:27])=[CH:24][CH:25]=2)[CH:5]=[CH:6][CH:7]=1. The catalyst class is: 684. (8) Reactant: [C:1]([N:5]1[C:9]([NH:10][C:11]2[N:16]=[C:15]([CH:17]=[O:18])[CH:14]=[N:13][CH:12]=2)=[CH:8][CH:7]=[N:6]1)([CH3:4])([CH3:3])[CH3:2].[BH4-].[Na+].Cl. Product: [C:1]([N:5]1[C:9]([NH:10][C:11]2[N:16]=[C:15]([CH2:17][OH:18])[CH:14]=[N:13][CH:12]=2)=[CH:8][CH:7]=[N:6]1)([CH3:4])([CH3:3])[CH3:2]. The catalyst class is: 8.